This data is from Catalyst prediction with 721,799 reactions and 888 catalyst types from USPTO. The task is: Predict which catalyst facilitates the given reaction. (1) The catalyst class is: 36. Product: [C:7]([Cl:23])(=[O:8])[C:1]1[CH:6]=[CH:5][CH:4]=[CH:3][CH:2]=1. Reactant: [C:1]1([C:7]2[O:8]C3C=C(C(OC)=O)C=CC=3N=2)[CH:6]=[CH:5][CH:4]=[CH:3][CH:2]=1.[Li+].[OH-].O.[ClH:23]. (2) Reactant: [CH3:1][O:2][CH2:3][CH2:4][O:5][CH2:6][CH2:7][O:8][CH2:9][CH2:10][S:11][C:12]1[S:13][C:14](=[C:28]2[S:35][C:31]3=[CH:32][NH:33][CH:34]=[C:30]3[S:29]2)[S:15][C:16]=1[S:17][CH2:18][CH2:19][O:20][CH2:21][CH2:22][O:23][CH2:24][CH2:25][O:26][CH3:27].N#N.[H-].[Na+].[CH3:40]I. Product: [CH3:1][O:2][CH2:3][CH2:4][O:5][CH2:6][CH2:7][O:8][CH2:9][CH2:10][S:11][C:12]1[S:13][C:14](=[C:28]2[S:29][C:30]3=[CH:34][N:33]([CH3:40])[CH:32]=[C:31]3[S:35]2)[S:15][C:16]=1[S:17][CH2:18][CH2:19][O:20][CH2:21][CH2:22][O:23][CH2:24][CH2:25][O:26][CH3:27]. The catalyst class is: 3. (3) Reactant: [CH:1]1([NH:4][C:5]([C:7]2[S:26][C:10]3=[N:11][C:12]([O:17][CH2:18][CH2:19][N:20]4[CH2:25][CH2:24][O:23][CH2:22][CH2:21]4)=[C:13]([Cl:16])[C:14]([CH3:15])=[C:9]3[C:8]=2[NH2:27])=[O:6])[CH2:3][CH2:2]1.CO.C1COCC1.Cl. Product: [ClH:16].[CH:1]1([NH:4][C:5]([C:7]2[S:26][C:10]3=[N:11][C:12]([O:17][CH2:18][CH2:19][N:20]4[CH2:21][CH2:22][O:23][CH2:24][CH2:25]4)=[C:13]([Cl:16])[C:14]([CH3:15])=[C:9]3[C:8]=2[NH2:27])=[O:6])[CH2:3][CH2:2]1. The catalyst class is: 3.